This data is from Catalyst prediction with 721,799 reactions and 888 catalyst types from USPTO. The task is: Predict which catalyst facilitates the given reaction. (1) Reactant: [Cl:1][C:2]1[CH:3]=[C:4]([NH:9][C:10]2[C:19]3[C:14](=[CH:15][C:16]([O:32][C@H:33]4[CH2:37][CH2:36][O:35][CH2:34]4)=[C:17]([NH:20][C:21](=[O:31])[CH2:22]P(=O)(OCC)OCC)[CH:18]=3)[N:13]=[CH:12][N:11]=2)[CH:5]=[CH:6][C:7]=1[F:8].[Cl-].[Li+].[OH-].[K+].[CH3:42][N:43]([CH3:51])[CH2:44][CH:45](O)S(O)(=O)=O. Product: [Cl:1][C:2]1[CH:3]=[C:4]([NH:9][C:10]2[C:19]3[C:14](=[CH:15][C:16]([O:32][C@H:33]4[CH2:37][CH2:36][O:35][CH2:34]4)=[C:17]([NH:20][C:21](=[O:31])/[CH:22]=[CH:45]/[CH2:44][N:43]([CH3:51])[CH3:42])[CH:18]=3)[N:13]=[CH:12][N:11]=2)[CH:5]=[CH:6][C:7]=1[F:8]. The catalyst class is: 40. (2) Reactant: [NH2:1][N:2]1[C:6]2[CH:7]=[CH:8][CH:9]=[CH:10][C:5]=2[N:4]=[C:3]1[S:11][CH2:12][C:13]1[C:18]([CH3:19])=[C:17]([O:20][CH2:21][C:22]([F:25])([F:24])[F:23])[CH:16]=[CH:15][N:14]=1.[C:26](OC(=O)C)(=[O:28])[CH3:27].N1C=CC=CC=1.C(=O)(O)[O-].[Na+]. Product: [C:26]([NH:1][N:2]1[C:6]2[CH:7]=[CH:8][CH:9]=[CH:10][C:5]=2[N:4]=[C:3]1[S:11][CH2:12][C:13]1[C:18]([CH3:19])=[C:17]([O:20][CH2:21][C:22]([F:25])([F:24])[F:23])[CH:16]=[CH:15][N:14]=1)(=[O:28])[CH3:27]. The catalyst class is: 2. (3) Reactant: [I:1][C:2]1[C:7]([C:8]([OH:10])=[O:9])=[C:6]([O:11][CH3:12])[N:5]=[CH:4][CH:3]=1.[CH3:13][Si](C=[N+]=[N-])(C)C. Product: [CH3:13][O:9][C:8](=[O:10])[C:7]1[C:2]([I:1])=[CH:3][CH:4]=[N:5][C:6]=1[O:11][CH3:12]. The catalyst class is: 5. (4) Reactant: [CH2:1]([Mg]Cl)[C:2]([CH3:5])([CH3:4])[CH3:3].Br[C:9]1[CH:10]=[C:11]2[C:16](=[CH:17][CH:18]=1)[NH:15][C:14]([CH3:20])([CH3:19])[CH2:13][CH:12]2[NH2:21].O1CCCC1. Product: [CH3:19][C:14]1([CH3:20])[CH2:13][CH:12]([NH2:21])[C:11]2[C:16](=[CH:17][CH:18]=[C:9]([CH2:1][C:2]([CH3:5])([CH3:4])[CH3:3])[CH:10]=2)[NH:15]1. The catalyst class is: 530.